Dataset: Forward reaction prediction with 1.9M reactions from USPTO patents (1976-2016). Task: Predict the product of the given reaction. (1) The product is: [CH3:1][C:2]1[CH:3]=[C:4]([N:11]=[C:12]2[N:14]([CH:15]([CH:17]3[CH2:22][CH2:21][CH2:20][CH2:19][CH2:18]3)[CH3:16])[C:25](=[O:26])[CH2:24][S:13]2)[CH:5]=[CH:6][C:7]=1[N+:8]([O-:10])=[O:9]. Given the reactants [CH3:1][C:2]1[CH:3]=[C:4]([N:11]=[C:12]=[S:13])[CH:5]=[CH:6][C:7]=1[N+:8]([O-:10])=[O:9].[NH2:14][CH:15]([CH:17]1[CH2:22][CH2:21][CH2:20][CH2:19][CH2:18]1)[CH3:16].Cl[CH2:24][C:25](O)=[O:26], predict the reaction product. (2) Given the reactants CN(C(ON1N=NC2C=CC=NC1=2)=[N+](C)C)C.F[P-](F)(F)(F)(F)F.[NH2:25][C:26]1[C:27]([C:36]([OH:38])=O)=[CH:28][C:29]2[C:34]([CH:35]=1)=[CH:33][CH:32]=[CH:31][CH:30]=2.Cl.[NH2:40][C@H:41]([C:50]([O:52][C:53]([CH3:56])([CH3:55])[CH3:54])=[O:51])[CH2:42][C:43]([O:45][C:46]([CH3:49])([CH3:48])[CH3:47])=[O:44].C(N(CC)C(C)C)(C)C.C([O-])(O)=O.[Na+], predict the reaction product. The product is: [NH2:25][C:26]1[C:27]([C:36]([NH:40][C@H:41]([C:50]([O:52][C:53]([CH3:56])([CH3:55])[CH3:54])=[O:51])[CH2:42][C:43]([O:45][C:46]([CH3:48])([CH3:49])[CH3:47])=[O:44])=[O:38])=[CH:28][C:29]2[C:34]([CH:35]=1)=[CH:33][CH:32]=[CH:31][CH:30]=2.